Dataset: Reaction yield outcomes from USPTO patents with 853,638 reactions. Task: Predict the reaction yield, written as a fraction of the theoretical maximum amount of product (1.0 means a 100% yield; for example, 0.34 means a 34% yield). The catalyst is C(O)C. The reactants are Cl[C:2]1[CH:7]=[CH:6][N:5]=[C:4]([NH:8][CH2:9][C:10]2[O:14][N:13]=[C:12]([CH3:15])[CH:11]=2)[N:3]=1.[CH:16]1([C:21]2[CH:22]=[C:23]([NH2:26])[NH:24][N:25]=2)[CH2:20][CH2:19][CH2:18][CH2:17]1. The yield is 0.600. The product is [CH:16]1([C:21]2[CH:22]=[C:23]([NH:26][C:2]3[CH:7]=[CH:6][N:5]=[C:4]([NH:8][CH2:9][C:10]4[O:14][N:13]=[C:12]([CH3:15])[CH:11]=4)[N:3]=3)[NH:24][N:25]=2)[CH2:17][CH2:18][CH2:19][CH2:20]1.